This data is from Catalyst prediction with 721,799 reactions and 888 catalyst types from USPTO. The task is: Predict which catalyst facilitates the given reaction. Reactant: [CH3:1][O:2][C:3]1[N:4]=[CH:5][C:6]([C:9]2([C:12]#[N:13])[CH2:11][CH2:10]2)=[N:7][CH:8]=1.N. Product: [CH3:1][O:2][C:3]1[N:4]=[CH:5][C:6]([C:9]2([CH2:12][NH2:13])[CH2:11][CH2:10]2)=[N:7][CH:8]=1. The catalyst class is: 5.